Dataset: Reaction yield outcomes from USPTO patents with 853,638 reactions. Task: Predict the reaction yield, written as a fraction of the theoretical maximum amount of product (1.0 means a 100% yield; for example, 0.34 means a 34% yield). (1) The reactants are [N-:1]=[N+:2]=[N-:3].[Na+].[CH2:5](I)[CH3:6].[C:8]([C:10]1[S:18][C:17]2[C:12](=[N:13][CH:14]=[CH:15][C:16]=2[O:19][C:20]2[CH:25]=[CH:24][C:23]([N+:26]([O-:28])=[O:27])=[CH:22][C:21]=2[F:29])[CH:11]=1)#[CH:9]. The catalyst is CS(C)=O.O.CC([O-])=O.CC([O-])=O.[Cu+2]. The product is [CH2:5]([N:1]1[CH:9]=[C:8]([C:10]2[S:18][C:17]3[C:12](=[N:13][CH:14]=[CH:15][C:16]=3[O:19][C:20]3[CH:25]=[CH:24][C:23]([N+:26]([O-:28])=[O:27])=[CH:22][C:21]=3[F:29])[CH:11]=2)[N:3]=[N:2]1)[CH3:6]. The yield is 0.970. (2) The reactants are [CH3:1][N:2]1[C:10]2[C:5](=[CH:6][CH:7]=[C:8]([C:11]([O-])=[O:12])[CH:9]=2)[C:4]([N:14]2[CH2:19][CH2:18][N:17]([CH3:20])[CH2:16][CH2:15]2)=[N:3]1.[Li+].C(Cl)CCl.C1C=CC2N(O)N=NC=2C=1.CCN(CC)CC.[F:43][C:44]([F:55])([F:54])[O:45][C:46]1[CH:53]=[CH:52][C:49]([CH2:50][NH2:51])=[CH:48][CH:47]=1. The catalyst is CN(C=O)C.C(OCC)(=O)C. The product is [F:43][C:44]([F:54])([F:55])[O:45][C:46]1[CH:53]=[CH:52][C:49]([CH2:50][NH:51][C:11]([C:8]2[CH:9]=[C:10]3[C:5]([C:4]([N:14]4[CH2:19][CH2:18][N:17]([CH3:20])[CH2:16][CH2:15]4)=[N:3][N:2]3[CH3:1])=[CH:6][CH:7]=2)=[O:12])=[CH:48][CH:47]=1. The yield is 0.200.